Predict the reactants needed to synthesize the given product. From a dataset of Full USPTO retrosynthesis dataset with 1.9M reactions from patents (1976-2016). (1) Given the product [CH2:33]([O:32][C:30]([C:2]1[CH:3]=[CH:4][C:5]2[N:6]([C:8]([CH:11]([C:13]3[C:14]([F:24])=[C:15]4[C:20](=[CH:21][C:22]=3[F:23])[N:19]=[CH:18][CH:17]=[CH:16]4)[CH3:12])=[N:9][N:10]=2)[N:7]=1)=[CH2:31])[CH3:34], predict the reactants needed to synthesize it. The reactants are: Cl[C:2]1[CH:3]=[CH:4][C:5]2[N:6]([C:8]([CH:11]([C:13]3[C:14]([F:24])=[C:15]4[C:20](=[CH:21][C:22]=3[F:23])[N:19]=[CH:18][CH:17]=[CH:16]4)[CH3:12])=[N:9][N:10]=2)[N:7]=1.C([Sn](CCCC)(CCCC)[C:30]([O:32][CH2:33][CH3:34])=[CH2:31])CCC. (2) Given the product [Br:1][C:2]1[CH:7]=[CH:6][C:5]([NH:8][C:9]2[N:10]([CH3:24])[C:11]3[C:12](=[O:23])[CH2:13][CH2:14][CH2:15][C:16]=3[C:17]=2[C:18]([OH:20])=[O:19])=[C:4]([F:25])[CH:3]=1, predict the reactants needed to synthesize it. The reactants are: [Br:1][C:2]1[CH:7]=[CH:6][C:5]([NH:8][C:9]2[N:10]([CH3:24])[C:11]3[C:12](=[O:23])[CH2:13][CH2:14][CH2:15][C:16]=3[C:17]=2[C:18]([O:20]CC)=[O:19])=[C:4]([F:25])[CH:3]=1.[OH-].[Na+].Cl. (3) Given the product [NH2:15][C:8]1([C:11]([O:13][CH3:14])=[O:12])[C:9]2[C:5](=[CH:4][CH:3]=[C:2]([Br:1])[CH:10]=2)[CH2:6][C:7]21[CH2:25][CH2:26][CH:27]([O:30][CH3:31])[CH2:28][CH2:29]2, predict the reactants needed to synthesize it. The reactants are: [Br:1][C:2]1[CH:10]=[C:9]2[C:5]([CH2:6][C:7]3([CH2:29][CH2:28][CH:27]([O:30][CH3:31])[CH2:26][CH2:25]3)[C:8]2([NH:15][C@@H](C2C=CC=CC=2)CO)[C:11]([O:13][CH3:14])=[O:12])=[CH:4][CH:3]=1. (4) Given the product [Cl:28][C:3]1[C:5]2[C:6](=[CH:7][CH:8]=[CH:9][CH:10]=2)[CH:11]=[C:1]([C:15]2[CH:18]=[C:19]([O:24][CH3:25])[C:20]([O:22][CH3:23])=[CH:21][C:14]=2[O:13][CH3:12])[N:2]=1, predict the reactants needed to synthesize it. The reactants are: [CH3:1][NH:2][C:3]([C:5]1[C:6]([CH3:11])=[CH:7][CH:8]=[CH:9][CH:10]=1)=O.[CH3:12][O:13][C:14]1[CH:21]=[C:20]([O:22][CH3:23])[C:19]([O:24][CH3:25])=[CH:18][C:15]=1C#N.P(Cl)(Cl)([Cl:28])=O.